Predict the reaction yield, written as a fraction of the theoretical maximum amount of product (1.0 means a 100% yield; for example, 0.34 means a 34% yield). From a dataset of Reaction yield outcomes from USPTO patents with 853,638 reactions. (1) The reactants are [C:1]([C:3]1[N:4]=[C:5]2[C:18](=[N:19][OH:20])[C:17]3[CH:16]=[CH:15][CH:14]=[CH:13][C:12]=3[C:6]2=[N:7][C:8]=1[C:9]([NH2:11])=[O:10])#[N:2].C([O-])([O-])=O.[Cs+].[Cs+].Br[CH2:28][C:29]([O:31][CH2:32][CH3:33])=[O:30].O. The catalyst is CN(C=O)C. The product is [CH2:32]([O:31][C:29](=[O:30])[CH2:28][O:20][N:19]=[C:18]1[C:5]2[C:6](=[N:7][C:8]([C:9](=[O:10])[NH2:11])=[C:3]([C:1]#[N:2])[N:4]=2)[C:12]2[CH:13]=[CH:14][CH:15]=[CH:16][C:17]1=2)[CH3:33]. The yield is 0.220. (2) The catalyst is O1CCCC1. The reactants are C[O:2][C:3]([C:5]1[S:6][CH:7]=[C:8]([Br:12])[C:9]=1[O:10][CH3:11])=[O:4].[OH-].[Na+]. The product is [Br:12][C:8]1[C:9]([O:10][CH3:11])=[C:5]([C:3]([OH:4])=[O:2])[S:6][CH:7]=1. The yield is 0.900. (3) The reactants are [Mg].CN(C)P(N(C)C)(N(C)C)=O.Cl[C:14]1[CH:19]=[CH:18][CH:17]=[CH:16][C:15]=1Cl.II.Cl[Si:24]([CH3:27])([CH3:26])[CH3:25].C([O-])(O)=O.[Na+]. No catalyst specified. The product is [CH3:25][Si:24]([CH3:27])([CH3:26])[C:14]1[CH:19]=[CH:18][CH:17]=[CH:16][C:15]=1[Si:24]([CH3:27])([CH3:26])[CH3:25]. The yield is 0.541. (4) The reactants are [CH3:1][C:2]1[CH:7]=[CH:6][N:5]=[CH:4][C:3]=1[N:8]1[CH2:12][CH2:11][NH:10][C:9]1=[O:13].Br[C:15]1[CH:20]=[CH:19][N:18]=[C:17]([NH:21][C:22](=[O:24])[CH3:23])[CH:16]=1.N[C@@H]1CCCC[C@H]1N.P([O-])([O-])([O-])=O.[K+].[K+].[K+]. The catalyst is [Cu](I)I.O1CCOCC1. The product is [CH3:1][C:2]1[CH:7]=[CH:6][N:5]=[CH:4][C:3]=1[N:8]1[CH2:12][CH2:11][N:10]([C:15]2[CH:20]=[CH:19][N:18]=[C:17]([NH:21][C:22](=[O:24])[CH3:23])[CH:16]=2)[C:9]1=[O:13]. The yield is 0.455. (5) The catalyst is CS(C)=O.CCOC(C)=O. The yield is 0.410. The reactants are [CH3:1][O:2][C:3]12[CH2:11][CH:7]3[CH2:8][CH:9]([CH2:10]1)[C:5]([NH2:12])([CH2:6]3)[CH2:4]2.Cl[CH2:14][C:15]([N:17]1[CH2:21][CH2:20][CH2:19][C@H:18]1[C:22]#[N:23])=[O:16].C([O-])([O-])=O.[K+].[K+]. The product is [CH3:1][O:2][C:3]12[CH2:11][CH:7]3[CH2:8][CH:9]([CH2:10]1)[C:5]([NH:12][CH2:14][C:15]([N:17]1[CH2:21][CH2:20][CH2:19][C@H:18]1[C:22]#[N:23])=[O:16])([CH2:6]3)[CH2:4]2.